This data is from Full USPTO retrosynthesis dataset with 1.9M reactions from patents (1976-2016). The task is: Predict the reactants needed to synthesize the given product. (1) Given the product [Cl:1][C:2]1[C:21]([O:22][CH2:23][C:24]2[CH:29]=[CH:28][CH:27]=[C:26]([C:30]3[CH:39]=[CH:38][C:33]4[O:34][CH2:35][CH2:36][O:37][C:32]=4[CH:31]=3)[C:25]=2[CH3:40])=[CH:20][C:5]([O:6][CH2:7][C:8]2[CH:13]=[N:12][CH:11]=[C:10]([NH:14][C:15]([O:16][CH2:17][CH3:18])=[O:19])[CH:9]=2)=[C:4]([CH:3]=1)[CH2:41][NH:43][C@@:44]([CH3:50])([CH2:48][OH:49])[C:45]([OH:47])=[O:46], predict the reactants needed to synthesize it. The reactants are: [Cl:1][C:2]1[C:21]([O:22][CH2:23][C:24]2[CH:29]=[CH:28][CH:27]=[C:26]([C:30]3[CH:39]=[CH:38][C:33]4[O:34][CH2:35][CH2:36][O:37][C:32]=4[CH:31]=3)[C:25]=2[CH3:40])=[CH:20][C:5]([O:6][CH2:7][C:8]2[CH:9]=[C:10]([NH:14][C:15](=[O:19])[O:16][CH2:17][CH3:18])[CH:11]=[N:12][CH:13]=2)=[C:4]([CH:41]=O)[CH:3]=1.[NH2:43][C@@:44]([CH3:50])([CH2:48][OH:49])[C:45]([OH:47])=[O:46].C(O)(=O)C.C(O[BH-](OC(=O)C)OC(=O)C)(=O)C.[Na+]. (2) The reactants are: [H-].[Na+].C(OP([CH2:11][C:12]([O:14][CH2:15][CH3:16])=[O:13])(OCC)=O)C.[Br:17][C:18]1[CH:19]=[CH:20][C:21]([N:26]([CH3:34])[CH2:27][C:28]2[CH:29]=[N:30][N:31]([CH3:33])[CH:32]=2)=[C:22]([CH:25]=1)[CH:23]=O. Given the product [Br:17][C:18]1[CH:19]=[CH:20][C:21]([N:26]([CH3:34])[CH2:27][C:28]2[CH:29]=[N:30][N:31]([CH3:33])[CH:32]=2)=[C:22](/[CH:23]=[CH:11]/[C:12]([O:14][CH2:15][CH3:16])=[O:13])[CH:25]=1, predict the reactants needed to synthesize it. (3) Given the product [CH3:22][O:23][C:24]1[CH:31]=[CH:30][C:27]([CH2:28][N:1]2[C:5]([C:6]([OH:8])=[O:7])=[CH:4][C:3]([C:11]([OH:13])=[O:12])=[N:2]2)=[CH:26][CH:25]=1, predict the reactants needed to synthesize it. The reactants are: [NH:1]1[C:5]([C:6]([O:8]CC)=[O:7])=[CH:4][C:3]([C:11]([O:13]CC)=[O:12])=[N:2]1.C([O-])([O-])=O.[K+].[K+].[CH3:22][O:23][C:24]1[CH:31]=[CH:30][C:27]([CH2:28]Cl)=[CH:26][CH:25]=1.[OH-].[Na+].Cl. (4) Given the product [C:41]([O:40][C:38]([NH:37][C@@H:33]1[CH2:34][CH2:35][CH2:36][N:31]([C:6]2[N:7]([CH2:26][CH:27]=[C:28]([CH3:30])[CH3:29])[C:8]3[C:13](=[O:14])[N:12]([CH2:15][C:16]([C:18]4[CH:23]=[CH:22][CH:21]=[C:20]([O:24][CH3:25])[CH:19]=4)=[O:17])[CH:11]=[N:10][C:9]=3[C:5]=2[C:3]([OH:4])=[O:2])[CH2:32]1)=[O:39])([CH3:42])([CH3:43])[CH3:44], predict the reactants needed to synthesize it. The reactants are: C[O:2][C:3]([C:5]1[C:9]2[N:10]=[CH:11][N:12]([CH2:15][C:16]([C:18]3[CH:23]=[CH:22][CH:21]=[C:20]([O:24][CH3:25])[CH:19]=3)=[O:17])[C:13](=[O:14])[C:8]=2[N:7]([CH2:26][CH:27]=[C:28]([CH3:30])[CH3:29])[C:6]=1[N:31]1[CH2:36][CH2:35][CH2:34][C@@H:33]([NH:37][C:38]([O:40][C:41]([CH3:44])([CH3:43])[CH3:42])=[O:39])[CH2:32]1)=[O:4].[OH-].[Li+]. (5) Given the product [Br:1][C:2]1[CH:3]=[CH:4][C:5]([O:11][CH2:19][C:20]2[CH:25]=[CH:24][C:23]([F:26])=[CH:22][C:21]=2[F:27])=[C:6]([CH:10]=1)[C:7]([O:9][CH2:19][C:20]1[CH:25]=[CH:24][C:23]([F:26])=[CH:22][C:21]=1[F:27])=[O:8], predict the reactants needed to synthesize it. The reactants are: [Br:1][C:2]1[CH:3]=[CH:4][C:5]([OH:11])=[C:6]([CH:10]=1)[C:7]([OH:9])=[O:8].C(=O)([O-])[O-].[K+].[K+].Br[CH2:19][C:20]1[CH:25]=[CH:24][C:23]([F:26])=[CH:22][C:21]=1[F:27]. (6) Given the product [F:25][C:19]1[CH:20]=[C:21]([CH:22]=[CH:23][C:18]=1[O:17][C:16]1[CH:15]=[CH:14][N:13]=[C:12]2[NH:8][N:9]=[C:10]([I:26])[C:11]=12)[NH2:24], predict the reactants needed to synthesize it. The reactants are: COC1C=CC(C[N:8]2[C:12]3=[N:13][CH:14]=[CH:15][C:16]([O:17][C:18]4[CH:23]=[CH:22][C:21]([NH2:24])=[CH:20][C:19]=4[F:25])=[C:11]3[C:10]([I:26])=[N:9]2)=CC=1.